From a dataset of HIV replication inhibition screening data with 41,000+ compounds from the AIDS Antiviral Screen. Binary Classification. Given a drug SMILES string, predict its activity (active/inactive) in a high-throughput screening assay against a specified biological target. (1) The compound is CCCCCN(CCCCC)c1ccc(C=Cc2ccnc3ccccc23)cc1. The result is 0 (inactive). (2) The molecule is Clc1ccccc1C1=NN(c2ccccc2)C2c3cc(Br)ccc3OCC12. The result is 0 (inactive).